Dataset: Catalyst prediction with 721,799 reactions and 888 catalyst types from USPTO. Task: Predict which catalyst facilitates the given reaction. (1) Reactant: [NH2:1][C:2]1[O:6][N:5]=[C:4]([C:7]2[CH:12]=[CH:11][CH:10]=[CH:9][C:8]=2[Cl:13])[C:3]=1[C:14]([OH:16])=O.Cl.C(N=C=NCCCN(C)C)C.[CH3:29][O:30][C:31]1[CH:32]=[C:33]([N:37]2[CH2:42][CH2:41][NH:40][CH2:39][CH2:38]2)[CH:34]=[CH:35][CH:36]=1. Product: [NH2:1][C:2]1[O:6][N:5]=[C:4]([C:7]2[CH:12]=[CH:11][CH:10]=[CH:9][C:8]=2[Cl:13])[C:3]=1[C:14]([N:40]1[CH2:39][CH2:38][N:37]([C:33]2[CH:34]=[CH:35][CH:36]=[C:31]([O:30][CH3:29])[CH:32]=2)[CH2:42][CH2:41]1)=[O:16]. The catalyst class is: 4. (2) Reactant: [Br:1][C:2]1[CH:3]=[C:4]([NH2:13])[C:5]2[N:6]([C:8]([CH3:12])=[C:9]([CH3:11])[N:10]=2)[CH:7]=1.C(=O)([O-])[O-].[Na+].[Na+].CS(O[CH2:25][C:26]1[CH:31]=[CH:30][CH:29]=[CH:28][C:27]=1[CH2:32][CH3:33])(=O)=O.[I-].[K+]. Product: [Br:1][C:2]1[CH:3]=[C:4]([NH:13][CH2:25][C:26]2[CH:31]=[CH:30][CH:29]=[CH:28][C:27]=2[CH2:32][CH3:33])[C:5]2[N:6]([C:8]([CH3:12])=[C:9]([CH3:11])[N:10]=2)[CH:7]=1. The catalyst class is: 9. (3) Reactant: [NH2:1][C:2]1[CH:3]=[C:4]2[C:9](=[CH:10][CH:11]=1)[CH:8]=[C:7]([S:12]([OH:15])(=[O:14])=[O:13])[CH:6]=[CH:5]2.[OH-].[Na+].OS(O)(=O)=O.[N:23]([O-])=O.[Na+].Cl[Sn]Cl. Product: [NH:1]([C:2]1[CH:3]=[C:4]2[C:9](=[CH:10][CH:11]=1)[CH:8]=[C:7]([S:12]([OH:15])(=[O:13])=[O:14])[CH:6]=[CH:5]2)[NH2:23]. The catalyst class is: 223. (4) Reactant: C(OC([N:8]1[CH2:11][C:10]2([CH2:14][N:13]([C:15](=[O:26])[NH:16][CH2:17][C:18]3[CH:23]=[CH:22][C:21]([Cl:24])=[CH:20][C:19]=3[Cl:25])[CH2:12]2)[CH2:9]1)=O)(C)(C)C.FC(F)(F)C(O)=O. Product: [Cl:25][C:19]1[CH:20]=[C:21]([Cl:24])[CH:22]=[CH:23][C:18]=1[CH2:17][NH:16][C:15]([N:13]1[CH2:14][C:10]2([CH2:11][NH:8][CH2:9]2)[CH2:12]1)=[O:26]. The catalyst class is: 4. (5) Reactant: [C:1]([O:5][C:6]([NH:8][C@H:9]([C:15]([OH:17])=O)[CH2:10][O:11][CH2:12][CH:13]=[CH2:14])=[O:7])([CH3:4])([CH3:3])[CH3:2].[CH3:18][O:19][C:20](=[O:33])[C@H:21]([CH:30]([CH3:32])[CH3:31])[NH:22][C:23](=[O:29])[C@H:24]([CH:26]([CH3:28])[CH3:27])[NH2:25].FC(F)(F)C(O)=O.COC(=O)[C@H](C(C)C)NC(=O)[C@H](C(C)C)N.C(N(CC)C(C)C)(C)C.C1C=C2N=NN(O)C2=CC=1.O.CCN=C=NCCCN(C)C.Cl. Product: [CH3:18][O:19][C:20](=[O:33])[C@H:21]([CH:30]([CH3:32])[CH3:31])[NH:22][C:23](=[O:29])[C@H:24]([CH:26]([CH3:27])[CH3:28])[NH:25][C:15](=[O:17])[C@H:9]([CH2:10][O:11][CH2:12][CH:13]=[CH2:14])[NH:8][C:6]([O:5][C:1]([CH3:2])([CH3:3])[CH3:4])=[O:7]. The catalyst class is: 3.